The task is: Predict the reactants needed to synthesize the given product.. This data is from Full USPTO retrosynthesis dataset with 1.9M reactions from patents (1976-2016). Given the product [CH3:22][C:11]1[N:12]([CH2:16][C:17]([O:19][CH2:20][CH3:21])=[O:18])[C:13]2[C:9]([CH:10]=1)=[CH:8][C:7]([NH:6][S:2]([CH3:1])(=[O:4])=[O:3])=[CH:15][CH:14]=2, predict the reactants needed to synthesize it. The reactants are: [CH3:1][S:2](Cl)(=[O:4])=[O:3].[NH2:6][C:7]1[CH:8]=[C:9]2[C:13](=[CH:14][CH:15]=1)[N:12]([CH2:16][C:17]([O:19][CH2:20][CH3:21])=[O:18])[C:11]([CH3:22])=[CH:10]2.O.